Dataset: Full USPTO retrosynthesis dataset with 1.9M reactions from patents (1976-2016). Task: Predict the reactants needed to synthesize the given product. (1) Given the product [OH:37][C:38]1[CH:39]=[C:40]([C:44]2[C:45]3[CH2:58][CH2:57][N:56]([C:59]4[CH:60]=[C:61]([S:65]([NH2:68])(=[O:67])=[O:66])[CH:62]=[CH:63][CH:64]=4)[C:46]=3[N:47]=[C:48]([N:50]3[CH2:55][CH2:54][O:53][CH2:52][CH2:51]3)[N:49]=2)[CH:41]=[CH:42][CH:43]=1, predict the reactants needed to synthesize it. The reactants are: ClC1C(CCCl)=C(C2C=CC=C(OC)C=2)N=C(N2CCOCC2)N=1.NC1C=C(S(N)(=O)=O)C=CC=1.C[O:37][C:38]1[CH:39]=[C:40]([C:44]2[C:45]3[CH2:58][CH2:57][N:56]([C:59]4[CH:64]=[CH:63][CH:62]=[C:61]([S:65]([NH2:68])(=[O:67])=[O:66])[CH:60]=4)[C:46]=3[N:47]=[C:48]([N:50]3[CH2:55][CH2:54][O:53][CH2:52][CH2:51]3)[N:49]=2)[CH:41]=[CH:42][CH:43]=1. (2) Given the product [C:1](=[O:14])([O:5][C:6]1[CH:11]=[CH:10][C:9]([O:12][CH3:13])=[C:8]([N+:22]([O-:24])=[O:23])[CH:7]=1)[O:2][CH2:3][CH3:4], predict the reactants needed to synthesize it. The reactants are: [C:1](=[O:14])([O:5][C:6]1[CH:11]=[CH:10][C:9]([O:12][CH3:13])=[CH:8][CH:7]=1)[O:2][CH2:3][CH3:4].C(OC(=O)C)(=O)C.[N+:22]([O-])([OH:24])=[O:23]. (3) Given the product [CH3:21][C:20]([CH3:23])([CH3:22])[C:19]([NH:18][CH2:17][C:13]1[CH:14]=[CH:15][C:7]([CH3:6])=[C:8]([CH:12]=1)[C:9]([OH:11])=[O:10])=[O:24], predict the reactants needed to synthesize it. The reactants are: S(=O)(=O)(O)O.[CH3:6][C:7]1[CH:15]=[CH:14][CH:13]=[CH:12][C:8]=1[C:9]([OH:11])=[O:10].O[CH2:17][NH:18][C:19](=[O:24])[C:20]([CH3:23])([CH3:22])[CH3:21]. (4) Given the product [I:12][C:13]1[CH:20]=[CH:19][CH:18]=[C:15]([CH2:16][O:9][CH2:8][CH2:7][C:1]2[CH:6]=[CH:5][CH:4]=[CH:3][CH:2]=2)[CH:14]=1, predict the reactants needed to synthesize it. The reactants are: [C:1]1([CH2:7][CH2:8][OH:9])[CH:6]=[CH:5][CH:4]=[CH:3][CH:2]=1.[H-].[Na+].[I:12][C:13]1[CH:14]=[C:15]([CH:18]=[CH:19][CH:20]=1)[CH2:16]Br.